From a dataset of Reaction yield outcomes from USPTO patents with 853,638 reactions. Predict the reaction yield, written as a fraction of the theoretical maximum amount of product (1.0 means a 100% yield; for example, 0.34 means a 34% yield). (1) The reactants are [CH3:1][O:2][C:3]1[CH:11]=[CH:10][CH:9]=[C:8]2[C:4]=1[CH2:5][C:6](=[O:12])[NH:7]2.N1CC[CH2:16][CH2:15][CH2:14]1. The catalyst is CC(C)=O. The product is [C:15](=[C:5]1[C:4]2[C:8](=[CH:9][CH:10]=[CH:11][C:3]=2[O:2][CH3:1])[NH:7][C:6]1=[O:12])([CH3:16])[CH3:14]. The yield is 0.190. (2) The catalyst is CC(C)=O.O. The yield is 0.970. The product is [CH3:1][O:2][CH2:3][CH:4]1[CH2:5][CH2:6][CH:7]([CH:10]2[CH2:19][CH2:18][C:13](=[O:14])[CH2:12][CH2:11]2)[CH2:8][CH2:9]1. The reactants are [CH3:1][O:2][CH2:3][CH:4]1[CH2:9][CH2:8][CH:7]([CH:10]2[CH2:19][CH2:18][C:13]3(OCC[O:14]3)[CH2:12][CH2:11]2)[CH2:6][CH2:5]1.C(O)(C(F)(F)F)=O.